Dataset: Reaction yield outcomes from USPTO patents with 853,638 reactions. Task: Predict the reaction yield, written as a fraction of the theoretical maximum amount of product (1.0 means a 100% yield; for example, 0.34 means a 34% yield). (1) The reactants are [Cl:1][CH2:2][C:3]([NH:5][NH:6][C:7]1[C:12]([C:13]2[CH:18]=[CH:17][C:16]([Cl:19])=[CH:15][CH:14]=2)=[C:11]([C:20]2[CH:25]=[CH:24][C:23]([C:26]#[N:27])=[CH:22][CH:21]=2)[C:10](=[O:28])[N:9]([CH2:29][C:30]2[C:31]([CH3:40])=[N:32][C:33]([C:36]([F:39])([F:38])[F:37])=[CH:34][CH:35]=2)[N:8]=1)=O.O=P(Cl)(Cl)Cl. The catalyst is C1(C)C=CC=CC=1. The product is [Cl:1][CH2:2][C:3]1[N:8]2[N:9]([CH2:29][C:30]3[C:31]([CH3:40])=[N:32][C:33]([C:36]([F:39])([F:38])[F:37])=[CH:34][CH:35]=3)[C:10](=[O:28])[C:11]([C:20]3[CH:21]=[CH:22][C:23]([C:26]#[N:27])=[CH:24][CH:25]=3)=[C:12]([C:13]3[CH:14]=[CH:15][C:16]([Cl:19])=[CH:17][CH:18]=3)[C:7]2=[N:6][N:5]=1. The yield is 0.540. (2) The reactants are CCN=C=NCCCN(C)C.[NH2:12][C:13]1[N:18]=[C:17]([C:19]2[S:23][C:22]([C:24]([OH:26])=O)=[CH:21][CH:20]=2)[CH:16]=[CH:15][N:14]=1.C1C=CC2N(O)N=NC=2C=1.[CH3:37][O:38][C:39]1[CH:44]=[CH:43][C:42]([CH2:45][NH2:46])=[CH:41][CH:40]=1. The catalyst is CN(C=O)C.CCOC(C)=O. The product is [NH2:12][C:13]1[N:18]=[C:17]([C:19]2[S:23][C:22]([C:24]([NH:46][CH2:45][C:42]3[CH:43]=[CH:44][C:39]([O:38][CH3:37])=[CH:40][CH:41]=3)=[O:26])=[CH:21][CH:20]=2)[CH:16]=[CH:15][N:14]=1. The yield is 0.110. (3) The reactants are [OH:1][CH2:2][CH2:3][N:4]1[C:8](=[O:9])[CH:7]=[CH:6][C:5]1=[O:10].[CH3:11][S:12](O[S:12]([CH3:11])(=[O:14])=[O:13])(=[O:14])=[O:13]. No catalyst specified. The product is [CH3:11][S:12]([O:1][CH2:2][CH2:3][N:4]1[C:8](=[O:9])[CH:7]=[CH:6][C:5]1=[O:10])(=[O:14])=[O:13]. The yield is 0.430. (4) The reactants are C[Al](C)C.[CH3:5][O:6][C:7]1[CH:8]=[C:9]([CH2:15][CH2:16][C:17]2[CH:18]=[C:19]([NH2:22])[NH:20][N:21]=2)[CH:10]=[C:11]([O:13][CH3:14])[CH:12]=1.[CH2:23]1[CH:28]2[CH2:29][CH2:30][CH2:31][N:27]2[CH2:26][CH2:25][N:24]1[C:32]1[N:37]=[CH:36][C:35]([C:38](OC)=[O:39])=[CH:34][N:33]=1. The catalyst is C1(C)C=CC=CC=1. The product is [CH2:23]1[CH:28]2[CH2:29][CH2:30][CH2:31][N:27]2[CH2:26][CH2:25][N:24]1[C:32]1[N:37]=[CH:36][C:35]([C:38]([NH:22][C:19]2[NH:20][N:21]=[C:17]([CH2:16][CH2:15][C:9]3[CH:8]=[C:7]([O:6][CH3:5])[CH:12]=[C:11]([O:13][CH3:14])[CH:10]=3)[CH:18]=2)=[O:39])=[CH:34][N:33]=1. The yield is 0.300. (5) The reactants are [NH2:1][C:2]1[CH:36]=[CH:35][C:5]([O:6][C:7]2[C:16]3[C:11](=[CH:12][C:13]([O:19][CH2:20][CH2:21][CH:22]4[CH2:27][CH2:26][N:25]([C:28]([O:30][C:31]([CH3:34])([CH3:33])[CH3:32])=[O:29])[CH2:24][CH2:23]4)=[C:14]([C:17]#[N:18])[CH:15]=3)[N:10]=[CH:9][CH:8]=2)=[CH:4][C:3]=1[Cl:37].[N:38]1[CH:43]=C[CH:41]=[CH:40][CH:39]=1.ClC(OC1C=CC=CC=1)=[O:46].C1(N)CC1.C(=O)(O)[O-].[Na+]. The catalyst is CN(C)C=O.C(OCC)(=O)C. The product is [Cl:37][C:3]1[CH:4]=[C:5]([CH:35]=[CH:36][C:2]=1[NH:1][C:43]([NH:38][CH:39]1[CH2:41][CH2:40]1)=[O:46])[O:6][C:7]1[C:16]2[C:11](=[CH:12][C:13]([O:19][CH2:20][CH2:21][CH:22]3[CH2:23][CH2:24][N:25]([C:28]([O:30][C:31]([CH3:34])([CH3:32])[CH3:33])=[O:29])[CH2:26][CH2:27]3)=[C:14]([C:17]#[N:18])[CH:15]=2)[N:10]=[CH:9][CH:8]=1. The yield is 0.608.